This data is from Reaction yield outcomes from USPTO patents with 853,638 reactions. The task is: Predict the reaction yield, written as a fraction of the theoretical maximum amount of product (1.0 means a 100% yield; for example, 0.34 means a 34% yield). (1) The reactants are [CH3:1][C:2]1[CH:7]=[CH:6][C:5]([S:8]([O:11][CH2:12][C@H:13]2[CH2:22][CH2:21][C:20]3[C:15](=[C:16](Br)[CH:17]=[C:18]([F:23])[CH:19]=3)[O:14]2)(=[O:10])=[O:9])=[CH:4][CH:3]=1.[Cl:25][C:26]1[CH:31]=[CH:30][C:29]([Cl:32])=[CH:28][C:27]=1B(O)O.C(=O)([O-])[O-].[K+].[K+]. The catalyst is O1CCOCC1.O.CC1C=CC=CC=1[P](C1C=CC=CC=1C)([Pd](Cl)(Cl)[P](C1=C(C)C=CC=C1)(C1C=CC=CC=1C)C1C=CC=CC=1C)C1C=CC=CC=1C. The product is [CH3:1][C:2]1[CH:7]=[CH:6][C:5]([S:8]([O:11][CH2:12][C@H:13]2[CH:22]=[CH:21][C:20]3[C:15](=[C:16]([C:30]4[CH:31]=[C:26]([Cl:25])[CH:27]=[CH:28][C:29]=4[Cl:32])[CH:17]=[C:18]([F:23])[CH:19]=3)[O:14]2)(=[O:10])=[O:9])=[CH:4][CH:3]=1. The yield is 0.880. (2) The reactants are [Cl:1][C:2]1[CH:32]=[CH:31][C:5]([CH2:6][N:7]2[C:15]3[C:14](=[O:16])[NH:13][C:12](=[O:17])[N:11]([CH3:18])[C:10]=3[N:9]=[C:8]2[O:19][C:20]2[CH:25]=[CH:24][CH:23]=[C:22]([O:26][C:27]([F:30])([F:29])[F:28])[CH:21]=2)=[CH:4][CH:3]=1.Br[CH2:34][CH2:35][CH2:36][N:37]1[C:45](=[O:46])[C:44]2[C:39](=[CH:40][CH:41]=[CH:42][CH:43]=2)[C:38]1=[O:47].C(=O)([O-])[O-].[K+].[K+]. The catalyst is CCCC[N+](CCCC)(CCCC)CCCC.[I-].CN(C=O)C.O. The product is [Cl:1][C:2]1[CH:3]=[CH:4][C:5]([CH2:6][N:7]2[C:15]3[C:14](=[O:16])[N:13]([CH2:34][CH2:35][CH2:36][N:37]4[C:45](=[O:46])[C:44]5[C:39](=[CH:40][CH:41]=[CH:42][CH:43]=5)[C:38]4=[O:47])[C:12](=[O:17])[N:11]([CH3:18])[C:10]=3[N:9]=[C:8]2[O:19][C:20]2[CH:25]=[CH:24][CH:23]=[C:22]([O:26][C:27]([F:30])([F:28])[F:29])[CH:21]=2)=[CH:31][CH:32]=1. The yield is 1.00. (3) The reactants are Cl[C:2]1[CH:7]=[CH:6][C:5]([F:8])=[C:4]([CH3:9])[C:3]=1[O:10][CH3:11].[NH2-].[Na+].[CH2:14]([NH2:21])[C:15]1[CH:20]=[CH:19][CH:18]=[CH:17][CH:16]=1. The catalyst is C1COCC1. The product is [CH2:14]([NH:21][C:7]1[CH:2]=[C:3]([O:10][CH3:11])[C:4]([CH3:9])=[C:5]([F:8])[CH:6]=1)[C:15]1[CH:20]=[CH:19][CH:18]=[CH:17][CH:16]=1. The yield is 0.340. (4) The reactants are Br[C:2]1[C:7]([N:8]([CH2:23][O:24][CH3:25])[S:9]([C:12]2[CH:17]=[CH:16][C:15]([Cl:18])=[C:14]([C:19]([F:22])([F:21])[F:20])[CH:13]=2)(=[O:11])=[O:10])=[CH:6][C:5]([Cl:26])=[CH:4][N:3]=1.C([Mg]Cl)(C)C.[Cl:32][C:33]1[CH:44]=[CH:43][C:42]([CH3:45])=[CH:41][C:34]=1[C:35](N(OC)C)=[O:36]. The catalyst is C1COCC1. The product is [Cl:18][C:15]1[CH:16]=[CH:17][C:12]([S:9]([N:8]([C:7]2[C:2]([C:35](=[O:36])[C:34]3[CH:41]=[C:42]([CH3:45])[CH:43]=[CH:44][C:33]=3[Cl:32])=[N:3][CH:4]=[C:5]([Cl:26])[CH:6]=2)[CH2:23][O:24][CH3:25])(=[O:11])=[O:10])=[CH:13][C:14]=1[C:19]([F:22])([F:21])[F:20]. The yield is 0.480.